From a dataset of Forward reaction prediction with 1.9M reactions from USPTO patents (1976-2016). Predict the product of the given reaction. (1) Given the reactants C([N:8]1[CH2:14][C:13]2[N:15]=[CH:16][C:17]([N:19]([CH:21]3[CH2:24][CH2:23][CH2:22]3)[CH3:20])=[N:18][C:12]=2[O:11][C@@H:10]([CH2:25][O:26][CH3:27])[CH2:9]1)C1C=CC=CC=1.C(OCC)(=O)C.[ClH:34], predict the reaction product. The product is: [ClH:34].[CH:21]1([N:19]([CH3:20])[C:17]2[CH:16]=[N:15][C:13]3[CH2:14][NH:8][CH2:9][C@H:10]([CH2:25][O:26][CH3:27])[O:11][C:12]=3[N:18]=2)[CH2:22][CH2:23][CH2:24]1. (2) Given the reactants C([O-])([O-])=O.[Cs+].[Cs+].[C:7]([NH:10][C:11]1[C:12]([Cl:19])=[N:13][C:14]([Cl:18])=[CH:15][C:16]=1[NH2:17])(=[O:9])[CH3:8].Br[CH2:21][CH2:22][CH2:23][CH2:24][O:25][CH3:26], predict the reaction product. The product is: [C:7]([N:10]([C:11]1[C:12]([Cl:19])=[N:13][C:14]([Cl:18])=[CH:15][C:16]=1[NH2:17])[CH2:21][CH2:22][CH2:23][CH2:24][O:25][CH3:26])(=[O:9])[CH3:8]. (3) Given the reactants [CH3:1][C:2]1[CH:3]=[C:4]([C:9]2[N:10]=[C:11]([NH2:20])[S:12][C:13]=2[C:14]2[CH:19]=[CH:18][N:17]=[CH:16][CH:15]=2)[CH:5]=[C:6]([CH3:8])[CH:7]=1.[C:21](Cl)(=[O:28])[C:22]1[CH:27]=[CH:26][CH:25]=[CH:24][CH:23]=1.C(=O)([O-])O.[Na+], predict the reaction product. The product is: [CH3:1][C:2]1[CH:3]=[C:4]([C:9]2[N:10]=[C:11]([NH:20][C:21](=[O:28])[C:22]3[CH:27]=[CH:26][CH:25]=[CH:24][CH:23]=3)[S:12][C:13]=2[C:14]2[CH:19]=[CH:18][N:17]=[CH:16][CH:15]=2)[CH:5]=[C:6]([CH3:8])[CH:7]=1. (4) Given the reactants [OH:1][N:2]1[C:6](=[O:7])[C:5]2=[CH:8][CH:9]=[CH:10][CH:11]=[C:4]2[C:3]1=[O:12].[N+](C1C=C(S(O[CH2:26][C@:27]2([CH3:30])[CH2:29][O:28]2)(=O)=O)C=CC=1)([O-])=O.C(N(CC)CC)C, predict the reaction product. The product is: [CH3:26][C@@:27]1([CH2:30][O:1][N:2]2[C:3](=[O:12])[C:4]3[C:5](=[CH:8][CH:9]=[CH:10][CH:11]=3)[C:6]2=[O:7])[CH2:29][O:28]1. (5) Given the reactants S(Cl)([Cl:4])(=O)=O.[CH3:6][O:7][C:8]1[CH:9]=[C:10]([OH:14])[CH:11]=[CH:12][CH:13]=1, predict the reaction product. The product is: [Cl:4][C:11]1[CH:12]=[CH:13][C:8]([O:7][CH3:6])=[CH:9][C:10]=1[OH:14]. (6) Given the reactants C1([O:6]CCOC2C=CC(OCC3CO3)=CC=2)CCCC1.Cl.NCCNC(NC1C=CC=CC=1O)=O.[CH:36]1([O:41][CH2:42][CH2:43][O:44][C:45]2[CH:69]=[CH:68][C:48]([O:49][CH2:50][CH:51]([OH:67])[CH2:52][NH:53][CH2:54][CH2:55][NH:56][C:57]([NH:59][C:60]3[CH:65]=[CH:64][CH:63]=[CH:62][C:61]=3O)=[O:58])=[CH:47][CH:46]=2)[CH2:40][CH2:39][CH2:38][CH2:37]1, predict the reaction product. The product is: [CH:36]1([O:41][CH2:42][CH2:43][O:44][C:45]2[CH:69]=[CH:68][C:48]([O:49][CH2:50][CH:51]([OH:67])[CH2:52][NH:53][CH2:54][CH2:55][NH:56][C:57]([NH:59][C:60]3[CH:65]=[CH:64][CH:63]=[C:62]([OH:6])[CH:61]=3)=[O:58])=[CH:47][CH:46]=2)[CH2:40][CH2:39][CH2:38][CH2:37]1.